From a dataset of Forward reaction prediction with 1.9M reactions from USPTO patents (1976-2016). Predict the product of the given reaction. (1) The product is: [NH2:2][C:3]1[CH:7]=[CH:6][NH:5][C:4]=1[C:8]([O:10][CH2:11][CH3:12])=[O:9]. Given the reactants Cl.[NH2:2][C:3]1[CH:7]=[CH:6][NH:5][C:4]=1[C:8]([O:10][CH2:11][CH3:12])=[O:9].[OH-].[Na+], predict the reaction product. (2) Given the reactants [CH3:1][S:2][C:3]1[CH:8]=[CH:7][CH:6]=[CH:5][C:4]=1B(O)O.[Cl:12][C:13]1[CH:14]=[C:15](I)[C:16]([NH2:19])=[N:17][CH:18]=1.C(=O)([O-])[O-].[Na+].[Na+], predict the reaction product. The product is: [Cl:12][C:13]1[CH:14]=[C:15]([C:4]2[CH:5]=[CH:6][CH:7]=[CH:8][C:3]=2[S:2][CH3:1])[C:16]([NH2:19])=[N:17][CH:18]=1.